This data is from Reaction yield outcomes from USPTO patents with 853,638 reactions. The task is: Predict the reaction yield, written as a fraction of the theoretical maximum amount of product (1.0 means a 100% yield; for example, 0.34 means a 34% yield). (1) The yield is 0.700. The catalyst is C(Cl)Cl.C1CCCCC1. The product is [CH3:17][C:12]([C:14]([O:16][C:31]([CH3:34])([CH3:33])[CH3:32])=[O:15])([CH3:13])[NH2:11]. The reactants are C(OC([NH:11][C:12]([CH3:17])([C:14]([OH:16])=[O:15])[CH3:13])=O)C1C=CC=CC=1.B(F)(F)F.CCOCC.ClC(Cl)(Cl)C(=N)O[C:31]([CH3:34])([CH3:33])[CH3:32].C([O-])(O)=O.[Na+]. (2) The reactants are [CH:1]1([C:8](Cl)=[O:9])[CH2:7][CH2:6][CH2:5][CH2:4][CH2:3][CH2:2]1.[CH2:11]([O:13][C:14]#[CH:15])[CH3:12].C(N(CC)CC)C. The catalyst is C(OCC)C. The product is [CH2:11]([O:13][CH:14]1[C:1]2([CH2:7][CH2:6][CH2:5][CH2:4][CH2:3][CH2:2]2)[C:8](=[O:9])[CH2:15]1)[CH3:12]. The yield is 0.870. (3) The reactants are [CH3:1][N:2]([C:11]1[CH:12]=[CH:13][CH:14]=[C:15]2[C:19]=1[NH:18][C:17]([C:20]1[S:21][C:22]3([CH2:29][CH2:28][NH:27][CH2:26][CH2:25]3)[CH2:23][N:24]=1)=[CH:16]2)[S:3]([C:6]1[S:7][CH:8]=[CH:9][CH:10]=1)(=[O:5])=[O:4].[CH3:30][S:31](Cl)(=[O:33])=[O:32].C(N(CC)CC)C. The catalyst is O1CCCC1. The product is [CH3:1][N:2]([C:11]1[CH:12]=[CH:13][CH:14]=[C:15]2[C:19]=1[NH:18][C:17]([C:20]1[S:21][C:22]3([CH2:29][CH2:28][N:27]([S:31]([CH3:30])(=[O:33])=[O:32])[CH2:26][CH2:25]3)[CH2:23][N:24]=1)=[CH:16]2)[S:3]([C:6]1[S:7][CH:8]=[CH:9][CH:10]=1)(=[O:4])=[O:5]. The yield is 0.360. (4) The reactants are Cl[C:2]1[CH:7]=[CH:6][N:5]=[C:4]([C:8]#[N:9])[CH:3]=1.[F:10][C:11]([F:29])([F:28])[C:12]1[N:16]2[N:17]=[C:18]([N:21]3[CH2:26][CH2:25][CH:24]([OH:27])[CH2:23][CH2:22]3)[CH:19]=[CH:20][C:15]2=[N:14][N:13]=1. No catalyst specified. The product is [F:29][C:11]([F:10])([F:28])[C:12]1[N:16]2[N:17]=[C:18]([N:21]3[CH2:26][CH2:25][CH:24]([O:27][C:2]4[CH:7]=[CH:6][N:5]=[C:4]([C:8]#[N:9])[CH:3]=4)[CH2:23][CH2:22]3)[CH:19]=[CH:20][C:15]2=[N:14][N:13]=1. The yield is 0.620. (5) The reactants are [CH3:1][C:2]([CH3:5])([O-])[CH3:3].[K+].[Si:7]([O:14][C:15]1[CH:20]=[C:19]([O:21][Si:22]([C:25]([CH3:28])([CH3:27])[CH3:26])([CH3:24])[CH3:23])[CH:18]=[CH:17][C:16]=1C1CCC(=O)CC1)([C:10]([CH3:13])([CH3:12])[CH3:11])([CH3:9])[CH3:8].O1C[CH2:39][CH2:38][CH2:37]1. The catalyst is [Br-].C[P+](C1C=CC=CC=1)(C1C=CC=CC=1)C1C=CC=CC=1. The product is [C:10]([Si:7]([O:14][C:15]1[CH:20]=[C:19]([O:21][Si:22]([C:25]([CH3:28])([CH3:27])[CH3:26])([CH3:24])[CH3:23])[CH:18]=[CH:17][C:16]=1[CH:38]1[CH2:39][CH2:3][C:2](=[CH2:5])[CH2:1][CH2:37]1)([CH3:8])[CH3:9])([CH3:13])([CH3:12])[CH3:11]. The yield is 0.930. (6) The reactants are FC(F)(F)S(O[C:7]1[CH:12]=[CH:11][C:10]([C:13]([CH3:16])([CH3:15])[CH3:14])=[C:9]([Cl:17])[CH:8]=1)(=O)=O.[CH:20]([Sn](CCCC)(CCCC)CCCC)=[CH2:21].[Li+].[Cl-]. The catalyst is Cl[Pd](Cl)([P](C1C=CC=CC=1)(C1C=CC=CC=1)C1C=CC=CC=1)[P](C1C=CC=CC=1)(C1C=CC=CC=1)C1C=CC=CC=1.CN(C)C=O. The product is [C:13]([C:10]1[CH:11]=[CH:12][C:7]([CH:20]=[CH2:21])=[CH:8][C:9]=1[Cl:17])([CH3:16])([CH3:15])[CH3:14]. The yield is 0.740. (7) The reactants are [NH:1]1[CH2:5][CH2:4][CH2:3][C@H:2]1[CH2:6][OH:7].[CH3:8][C:9]([O:12][C:13](O[C:13]([O:12][C:9]([CH3:11])([CH3:10])[CH3:8])=[O:14])=[O:14])([CH3:11])[CH3:10].C([O-])(O)=O.[Na+]. The catalyst is C1COCC1.O. The product is [OH:7][CH2:6][C@@H:2]1[CH2:3][CH2:4][CH2:5][N:1]1[C:13]([O:12][C:9]([CH3:11])([CH3:10])[CH3:8])=[O:14]. The yield is 0.950. (8) The reactants are Br[C:2]1[CH:7]=[CH:6][C:5]([N:8]2[CH:12]=[N:11][C:10]([C:13]3[CH:14]=[C:15]([CH:20]=[CH:21][CH:22]=3)[C:16]([O:18][CH3:19])=[O:17])=[N:9]2)=[CH:4][CH:3]=1.[NH:23]1[CH2:27][CH2:26][CH2:25][C:24]1=[O:28].C(=O)([O-])[O-].[K+].[K+].CNCCNC. The catalyst is [Cu]I.C1(C)C=CC=CC=1. The product is [O:28]=[C:24]1[CH2:25][CH2:26][CH2:27][N:23]1[C:2]1[CH:7]=[CH:6][C:5]([N:8]2[CH:12]=[N:11][C:10]([C:13]3[CH:14]=[C:15]([CH:20]=[CH:21][CH:22]=3)[C:16]([O:18][CH3:19])=[O:17])=[N:9]2)=[CH:4][CH:3]=1. The yield is 0.920. (9) The reactants are [N+:1]([C:4]1[C:12]2[S:11][C:10]([NH2:13])=[N:9][C:8]=2[CH:7]=[CH:6][CH:5]=1)([O-:3])=[O:2].[CH3:14][C:15]1[CH:23]=[C:22]([CH3:24])[CH:21]=[C:20]([CH3:25])[C:16]=1[C:17](Cl)=[O:18]. The catalyst is N1C=CC=CC=1. The product is [CH3:14][C:15]1[CH:23]=[C:22]([CH3:24])[CH:21]=[C:20]([CH3:25])[C:16]=1[C:17]([NH:13][C:10]1[S:11][C:12]2[C:4]([N+:1]([O-:3])=[O:2])=[CH:5][CH:6]=[CH:7][C:8]=2[N:9]=1)=[O:18]. The yield is 0.660. (10) The reactants are [ClH:1].O1CCOCC1.OC(C(F)(F)F)=O.[C:15]1([C:21]2[O:25][C:24]([C:26]([N:28]3[CH2:33][CH2:32][N:31](C(OC(C)(C)C)=O)[CH2:30][CH:29]3[CH2:41][O:42][C:43]3[CH:44]=[N:45][CH:46]=[CH:47][CH:48]=3)=[O:27])=[CH:23][CH:22]=2)[CH:20]=[CH:19][CH:18]=[CH:17][CH:16]=1. No catalyst specified. The product is [ClH:1].[ClH:1].[C:15]1([C:21]2[O:25][C:24]([C:26]([N:28]3[CH2:33][CH2:32][NH:31][CH2:30][CH:29]3[CH2:41][O:42][C:43]3[CH:44]=[N:45][CH:46]=[CH:47][CH:48]=3)=[O:27])=[CH:23][CH:22]=2)[CH:16]=[CH:17][CH:18]=[CH:19][CH:20]=1. The yield is 0.890.